From a dataset of Forward reaction prediction with 1.9M reactions from USPTO patents (1976-2016). Predict the product of the given reaction. (1) Given the reactants [F:1][C:2]1[CH:16]=[C:15](B2OC(C)(C)C(C)(C)O2)[CH:14]=[CH:13][C:3]=1[O:4][C:5]1[C:6]([CH3:12])=[N:7][C:8]([CH3:11])=[CH:9][CH:10]=1.C([O-])(O)=O.[Na+].Br[C:32]1[CH:37]=[CH:36][N:35]([CH2:38][CH2:39][CH2:40][CH3:41])[C:34](=[O:42])[C:33]=1[C:43]#[N:44], predict the reaction product. The product is: [CH2:38]([N:35]1[CH:36]=[CH:37][C:32]([C:15]2[CH:14]=[CH:13][C:3]([O:4][C:5]3[C:6]([CH3:12])=[N:7][C:8]([CH3:11])=[CH:9][CH:10]=3)=[C:2]([F:1])[CH:16]=2)=[C:33]([C:43]#[N:44])[C:34]1=[O:42])[CH2:39][CH2:40][CH3:41]. (2) Given the reactants [Cl:1][C:2]1[CH:7]=[CH:6][CH:5]=[C:4](Cl)[C:3]=1[CH3:9].[OH-:10].[K+].O.[CH3:13]O, predict the reaction product. The product is: [Cl:1][C:2]1[C:3]([CH3:9])=[C:4]([O:10][CH3:13])[CH:5]=[CH:6][CH:7]=1. (3) Given the reactants [C:1]1([CH2:7][C@H:8]([OH:12])[C:9]([OH:11])=O)[CH:6]=[CH:5][CH:4]=[CH:3][CH:2]=1.[C-:13]#[N:14].[K+].[C:16]([O-:19])(=O)[CH3:17].[NH4+].[CH3:21]O, predict the reaction product. The product is: [OH:12][C@@H:8]([CH2:7][C:1]1[CH:2]=[CH:3][CH:4]=[CH:5][CH:6]=1)[C:9]([N:14]1[CH2:17][CH2:16][O:19][CH2:21][CH2:13]1)=[O:11].